Dataset: Catalyst prediction with 721,799 reactions and 888 catalyst types from USPTO. Task: Predict which catalyst facilitates the given reaction. (1) Reactant: [N+:1]([C:4]1[CH:9]=[CH:8][C:7](/[CH:10]=[CH:11]/[CH:12]2[CH2:17][CH2:16][N:15]([C:18]([O:20][C:21]([CH3:24])([CH3:23])[CH3:22])=[O:19])[CH2:14][CH2:13]2)=[CH:6][CH:5]=1)([O-])=O. Product: [NH2:1][C:4]1[CH:5]=[CH:6][C:7]([CH2:10][CH2:11][CH:12]2[CH2:13][CH2:14][N:15]([C:18]([O:20][C:21]([CH3:24])([CH3:23])[CH3:22])=[O:19])[CH2:16][CH2:17]2)=[CH:8][CH:9]=1. The catalyst class is: 293. (2) Reactant: [Cl:1][C:2]1[CH:7]=[CH:6][C:5]([C@H:8]2[CH2:12][CH2:11][C@H:10]([C:13]3[CH:18]=[CH:17][C:16]([Cl:19])=[C:15]([N+:20]([O-:22])=[O:21])[CH:14]=3)[NH:9]2)=[CH:4][C:3]=1[N+:23]([O-:25])=[O:24].Br[C:27]1[S:28][C:29]2[CH:35]=[CH:34][CH:33]=[CH:32][C:30]=2[N:31]=1.C1C=CC(P(C2C(C3C(P(C4C=CC=CC=4)C4C=CC=CC=4)=CC=C4C=3C=CC=C4)=C3C(C=CC=C3)=CC=2)C2C=CC=CC=2)=CC=1.CC(C)([O-])C.[Na+]. Product: [Cl:19][C:16]1[CH:17]=[CH:18][C:13]([C@H:10]2[CH2:11][CH2:12][C@H:8]([C:5]3[CH:6]=[CH:7][C:2]([Cl:1])=[C:3]([N+:23]([O-:25])=[O:24])[CH:4]=3)[N:9]2[C:27]2[S:28][C:29]3[CH:35]=[CH:34][CH:33]=[CH:32][C:30]=3[N:31]=2)=[CH:14][C:15]=1[N+:20]([O-:22])=[O:21]. The catalyst class is: 62. (3) Reactant: CN(C=O)C.[O:6]=[C:7]([C:11]1[CH:16]=[CH:15][CH:14]=[C:13]([C:17]([F:20])([F:19])[F:18])[CH:12]=1)[CH2:8][C:9]#[N:10].O[CH:22]1[CH2:27]SC(O)C[S:23]1.C(N(CC)CC)C. Product: [NH2:10][C:9]1[S:23][CH:22]=[CH:27][C:8]=1[C:7](=[O:6])[C:11]1[CH:16]=[CH:15][CH:14]=[C:13]([C:17]([F:18])([F:19])[F:20])[CH:12]=1. The catalyst class is: 6.